Dataset: Forward reaction prediction with 1.9M reactions from USPTO patents (1976-2016). Task: Predict the product of the given reaction. (1) The product is: [C:1]1([S:7]([C:10]([CH:19]2[CH2:31][C:22]3[NH:23][C:24]4[CH:25]=[CH:26][C:27]([Cl:30])=[CH:28][C:29]=4[C:21]=3[CH2:20]2)([F:18])[C:11]2[O:15][N:14]=[C:13]([CH2:16][NH:17][C:41](=[O:48])[C:42]3[CH:47]=[CH:46][CH:45]=[CH:44][CH:43]=3)[N:12]=2)(=[O:9])=[O:8])[CH:2]=[CH:3][CH:4]=[CH:5][CH:6]=1. Given the reactants [C:1]1([S:7]([C:10]([CH:19]2[CH2:31][C:22]3[NH:23][C:24]4[CH:25]=[CH:26][C:27]([Cl:30])=[CH:28][C:29]=4[C:21]=3[CH2:20]2)([F:18])[C:11]2[O:15][N:14]=[C:13]([CH2:16][NH2:17])[N:12]=2)(=[O:9])=[O:8])[CH:6]=[CH:5][CH:4]=[CH:3][CH:2]=1.CCN(C(C)C)C(C)C.[C:41](Cl)(=[O:48])[C:42]1[CH:47]=[CH:46][CH:45]=[CH:44][CH:43]=1, predict the reaction product. (2) Given the reactants [F:1][C:2]1[CH:7]=[CH:6][C:5]([N:8]2[C:16]3[CH2:15][CH2:14][CH2:13][NH:12][C:11]=3[CH:10]=[N:9]2)=[CH:4][CH:3]=1.[NH:17]1[CH:21]=[CH:20][N:19]=[C:18]1[C:22]1[C:30]2[C:25](=[N:26][CH:27]=[CH:28][CH:29]=2)[N:24]([CH2:31][C:32](O)=[O:33])[N:23]=1.CCN(CC)CC.CN(C(ON1N=NC2C=CC=NC1=2)=[N+](C)C)C.F[P-](F)(F)(F)(F)F, predict the reaction product. The product is: [F:1][C:2]1[CH:3]=[CH:4][C:5]([N:8]2[C:16]3[CH2:15][CH2:14][CH2:13][N:12]([C:32](=[O:33])[CH2:31][N:24]4[C:25]5=[N:26][CH:27]=[CH:28][CH:29]=[C:30]5[C:22]([C:18]5[NH:17][CH:21]=[CH:20][N:19]=5)=[N:23]4)[C:11]=3[CH:10]=[N:9]2)=[CH:6][CH:7]=1. (3) Given the reactants [CH2:1]([NH:3][NH:4][C:5]([O:7][C:8]([CH3:11])([CH3:10])[CH3:9])=[O:6])[CH3:2].[Si]([S:16][C:17]#[N:18])(C)(C)C, predict the reaction product. The product is: [C:17]([N:3]([CH2:1][CH3:2])[NH:4][C:5]([O:7][C:8]([CH3:10])([CH3:9])[CH3:11])=[O:6])(=[S:16])[NH2:18]. (4) Given the reactants [Cl:1][C:2]1[CH:7]=[CH:6][CH:5]=[CH:4][C:3]=1[C:8]1[N:9]([C:24]2[CH:29]=[CH:28][C:27]([Cl:30])=[CH:26][CH:25]=2)[C:10]2[C:15]([N:16]=1)=[C:14]([NH:17][C@H:18]1[CH2:23][CH2:22][CH2:21][NH:20][CH2:19]1)[N:13]=[CH:12][N:11]=2.[CH3:31][S:32](Cl)(=[O:34])=[O:33].C(N(CC)CC)C, predict the reaction product. The product is: [Cl:1][C:2]1[CH:7]=[CH:6][CH:5]=[CH:4][C:3]=1[C:8]1[N:9]([C:24]2[CH:25]=[CH:26][C:27]([Cl:30])=[CH:28][CH:29]=2)[C:10]2[C:15]([N:16]=1)=[C:14]([NH:17][C@H:18]1[CH2:23][CH2:22][CH2:21][N:20]([S:32]([CH3:31])(=[O:34])=[O:33])[CH2:19]1)[N:13]=[CH:12][N:11]=2. (5) Given the reactants Br[CH2:2][CH2:3][O:4][CH3:5].[CH2:6]1[O:10][C:9]2[CH:11]=[C:12]([OH:15])[CH:13]=[CH:14][C:8]=2[O:7]1, predict the reaction product. The product is: [CH3:5][O:4][CH2:3][CH2:2][O:15][C:12]1[CH:13]=[CH:14][C:8]2[O:7][CH2:6][O:10][C:9]=2[CH:11]=1. (6) Given the reactants [Cl:1][C:2]1[C:10]([O:11][CH2:12][CH2:13][CH2:14][O:15][Si:16]([C:19]([CH3:22])([CH3:21])[CH3:20])([CH3:18])[CH3:17])=[CH:9][C:8]([C:23]2[N:24]([C:34]([O:36][C:37]([CH3:40])([CH3:39])[CH3:38])=[O:35])[C:25]3[C:30]([CH:31]=2)=[CH:29][C:28]([CH:32]=O)=[CH:27][CH:26]=3)=[C:7]2[C:3]=1[CH2:4][NH:5][C:6]2=[O:41].[NH:42]1[CH2:46][CH2:45][CH2:44][CH2:43]1.C(O)(=O)C.C(O[BH-](OC(=O)C)OC(=O)C)(=O)C.[Na+], predict the reaction product. The product is: [Cl:1][C:2]1[C:10]([O:11][CH2:12][CH2:13][CH2:14][O:15][Si:16]([C:19]([CH3:21])([CH3:20])[CH3:22])([CH3:17])[CH3:18])=[CH:9][C:8]([C:23]2[N:24]([C:34]([O:36][C:37]([CH3:38])([CH3:40])[CH3:39])=[O:35])[C:25]3[C:30]([CH:31]=2)=[CH:29][C:28]([CH2:32][N:42]2[CH2:46][CH2:45][CH2:44][CH2:43]2)=[CH:27][CH:26]=3)=[C:7]2[C:3]=1[CH2:4][NH:5][C:6]2=[O:41]. (7) The product is: [CH3:1][O:2][C:3]([C:5]1[CH:6]=[C:7]2[CH:13]=[C:12]([C:14]([C:46]3[CH:47]=[CH:48][C:43]([S:40]([CH3:39])(=[O:42])=[O:41])=[CH:44][CH:45]=3)=[CH:15][CH:16]([CH3:18])[CH3:17])[N:11]([S:30]([C:33]3[CH:34]=[CH:35][CH:36]=[CH:37][CH:38]=3)(=[O:32])=[O:31])[C:8]2=[N:9][CH:10]=1)=[O:4]. Given the reactants [CH3:1][O:2][C:3]([C:5]1[CH:6]=[C:7]2[CH:13]=[C:12]([C:14](OS(C3C=CC(C)=CC=3)(=O)=O)=[CH:15][CH:16]([CH3:18])[CH3:17])[N:11]([S:30]([C:33]3[CH:38]=[CH:37][CH:36]=[CH:35][CH:34]=3)(=[O:32])=[O:31])[C:8]2=[N:9][CH:10]=1)=[O:4].[CH3:39][S:40]([C:43]1[CH:48]=[CH:47][C:46](B(O)O)=[CH:45][CH:44]=1)(=[O:42])=[O:41].C(=O)([O-])[O-].[Na+].[Na+], predict the reaction product.